Task: Predict the reaction yield, written as a fraction of the theoretical maximum amount of product (1.0 means a 100% yield; for example, 0.34 means a 34% yield).. Dataset: Reaction yield outcomes from USPTO patents with 853,638 reactions (1) The reactants are [C:1]1([CH:8]=[CH:7][C:5]([OH:6])=[CH:4][CH:3]=1)[OH:2].N1C=CN=C1.[Si:14](Cl)([C:17]([CH3:20])([CH3:19])[CH3:18])([CH3:16])[CH3:15]. The catalyst is CN(C=O)C. The product is [Si:14]([O:2][C:1]1[CH:8]=[CH:7][C:5]([OH:6])=[CH:4][CH:3]=1)([C:17]([CH3:20])([CH3:19])[CH3:18])([CH3:16])[CH3:15]. The yield is 0.530. (2) The reactants are C[O:2][C:3]([C:5]1[C:6]([C:24]2[CH:29]=[CH:28][C:27]([C:30]([OH:32])=O)=[CH:26][CH:25]=2)=[CH:7][CH:8]=[C:9]([C:11]2[S:12][CH:13]=[C:14]([C:16]3[CH:21]=[CH:20][C:19]([Cl:22])=[C:18]([Cl:23])[CH:17]=3)[N:15]=2)[CH:10]=1)=[O:4].[CH3:33][N:34]([CH3:38])[CH2:35][CH2:36][NH2:37]. No catalyst specified. The product is [Cl:23][C:18]1[CH:17]=[C:16]([C:14]2[N:15]=[C:11]([C:9]3[CH:10]=[C:5]([C:3]([OH:2])=[O:4])[C:6]([C:24]4[CH:29]=[CH:28][C:27]([C:30](=[O:32])[NH:37][CH2:36][CH2:35][N:34]([CH3:38])[CH3:33])=[CH:26][CH:25]=4)=[CH:7][CH:8]=3)[S:12][CH:13]=2)[CH:21]=[CH:20][C:19]=1[Cl:22]. The yield is 0.730. (3) The reactants are FC1C=CC(CN)=CC=1.[NH2:10][CH2:11][C:12]1[CH:13]=[N:14][CH:15]=[CH:16][CH:17]=1.[CH2:18]([N:25]1[CH2:29][CH2:28][N:27]([C:30]2[S:31][C:32]([C:36](O)=[O:37])=[C:33]([CH3:35])[N:34]=2)[C:26]1=[O:39])[C:19]1[CH:24]=[CH:23][CH:22]=[CH:21][CH:20]=1. No catalyst specified. The product is [CH2:18]([N:25]1[CH2:29][CH2:28][N:27]([C:30]2[S:31][C:32]([C:36]([NH:10][CH2:11][C:12]3[CH:13]=[N:14][CH:15]=[CH:16][CH:17]=3)=[O:37])=[C:33]([CH3:35])[N:34]=2)[C:26]1=[O:39])[C:19]1[CH:24]=[CH:23][CH:22]=[CH:21][CH:20]=1. The yield is 0.570.